This data is from Full USPTO retrosynthesis dataset with 1.9M reactions from patents (1976-2016). The task is: Predict the reactants needed to synthesize the given product. (1) Given the product [N+:1]([O-:4])([O:3][CH2:14][CH2:13][CH2:12][CH2:11][Br:10])=[O:2], predict the reactants needed to synthesize it. The reactants are: [N+:1]([O-:4])([OH:3])=[O:2].S(=O)(=O)(O)O.[Br:10][CH2:11][CH2:12][CH2:13][CH2:14]O.O. (2) Given the product [C:3]([NH:11][C:12]1[CH:31]=[CH:30][CH:29]=[CH:28][C:13]=1[C:14]([NH:16][C:17]1[CH:27]=[CH:26][CH:25]=[CH:24][C:18]=1[C:19]([OH:21])=[O:20])=[O:15])(=[O:10])[C:4]1[CH:5]=[CH:6][CH:7]=[CH:8][CH:9]=1, predict the reactants needed to synthesize it. The reactants are: [OH-].[Na+].[C:3]([NH:11][C:12]1[CH:31]=[CH:30][CH:29]=[CH:28][C:13]=1[C:14]([NH:16][C:17]1[CH:27]=[CH:26][CH:25]=[CH:24][C:18]=1[C:19]([O:21]CC)=[O:20])=[O:15])(=[O:10])[C:4]1[CH:9]=[CH:8][CH:7]=[CH:6][CH:5]=1. (3) Given the product [CH3:28][N:2]([CH3:1])[CH2:3][CH2:4][CH2:5][C:6]1[CH:15]=[C:14]2[C:9]([CH:10]=[CH:11][N:12]([C:17]3[CH:18]=[C:19]([CH:24]=[CH:25][C:26]=3[CH3:27])[C:20]([OH:22])=[O:21])[C:13]2=[O:16])=[CH:8][CH:7]=1, predict the reactants needed to synthesize it. The reactants are: [CH3:1][N:2]([CH3:28])[CH2:3][CH2:4][CH2:5][C:6]1[CH:15]=[C:14]2[C:9]([CH:10]=[CH:11][N:12]([C:17]3[CH:18]=[C:19]([CH:24]=[CH:25][C:26]=3[CH3:27])[C:20]([O:22]C)=[O:21])[C:13]2=[O:16])=[CH:8][CH:7]=1.[OH-].[Na+].Cl. (4) The reactants are: [F:1][C:2]1[CH:7]=[CH:6][CH:5]=[C:4]([F:8])[C:3]=1[S:9]([NH:12][C:13]1[CH:21]=[C:20](I)[CH:19]=[CH:18][C:14]=1[C:15](O)=[O:16])(=[O:11])=[O:10].[ClH:23].C[O:25][C:26](=[O:38])[C@@H:27]([NH2:37])[CH2:28][C:29]1[CH:34]=[CH:33][C:32]([Cl:35])=[C:31]([Cl:36])[CH:30]=1. Given the product [Cl:23][C:20]1[CH:19]=[CH:18][C:14]([C:15]([NH:37][C@@H:27]([CH2:28][C:29]2[CH:34]=[CH:33][C:32]([Cl:35])=[C:31]([Cl:36])[CH:30]=2)[C:26]([OH:25])=[O:38])=[O:16])=[C:13]([NH:12][S:9]([C:3]2[C:2]([F:1])=[CH:7][CH:6]=[CH:5][C:4]=2[F:8])(=[O:11])=[O:10])[CH:21]=1, predict the reactants needed to synthesize it. (5) Given the product [CH:2]([O:1][N:24]=[CH:23][C:8]1[C:7]([S:26]([CH3:28])=[O:27])=[C:6]([NH2:5])[N:10]([C:11]2[C:16]([Cl:17])=[CH:15][C:14]([C:18]([F:21])([F:20])[F:19])=[CH:13][C:12]=2[Cl:22])[N:9]=1)([CH3:29])[CH3:3], predict the reactants needed to synthesize it. The reactants are: [O-:1][CH2:2][CH3:3].[Na+].[NH2:5][C:6]1[N:10]([C:11]2[C:16]([Cl:17])=[CH:15][C:14]([C:18]([F:21])([F:20])[F:19])=[CH:13][C:12]=2[Cl:22])[N:9]=[C:8]([CH:23]=[N:24]O)[C:7]=1[S:26]([CH3:28])=[O:27].[CH2:29](O)C. (6) Given the product [Br:11][C:5]1[CH:6]=[C:7]([C:8]2[O:10][C:14]3[CH:15]=[CH:16][C:17]([F:19])=[CH:18][C:13]=3[N:12]=2)[C:2]([NH2:1])=[N:3][CH:4]=1, predict the reactants needed to synthesize it. The reactants are: [NH2:1][C:2]1[C:7]([C:8]([OH:10])=O)=[CH:6][C:5]([Br:11])=[CH:4][N:3]=1.[NH2:12][C:13]1[CH:18]=[C:17]([F:19])[CH:16]=[CH:15][C:14]=1O.[OH-].[Na+].